This data is from Forward reaction prediction with 1.9M reactions from USPTO patents (1976-2016). The task is: Predict the product of the given reaction. (1) Given the reactants C([Sn](CCCC)(CCCC)[C:6]1[O:7][CH:8]=[CH:9][N:10]=1)CCC.[CH:19]1([C:22](Cl)=[O:23])[CH2:21][CH2:20]1, predict the reaction product. The product is: [CH:19]1([C:22]([C:6]2[O:7][CH:8]=[CH:9][N:10]=2)=[O:23])[CH2:21][CH2:20]1. (2) Given the reactants [Cl:1][C:2]1[CH:10]=[CH:9][C:8]2[NH:7][C:6]3[CH2:11][CH2:12][N:13]([CH3:15])[CH2:14][C:5]=3[C:4]=2[CH:3]=1.N1C2C(=CC=C3C=2N=CC=C3)C=CC=1.P([O-])([O-])([O-])=O.[K+].[K+].[K+].Br[C:39]#[C:40][C:41]1[CH:46]=[CH:45][C:44]([Cl:47])=[CH:43][CH:42]=1, predict the reaction product. The product is: [Cl:1][C:2]1[CH:10]=[CH:9][C:8]2[N:7]([C:39]#[C:40][C:41]3[CH:46]=[CH:45][C:44]([Cl:47])=[CH:43][CH:42]=3)[C:6]3[CH2:11][CH2:12][N:13]([CH3:15])[CH2:14][C:5]=3[C:4]=2[CH:3]=1. (3) Given the reactants [C:1]([O:10][CH2:11][CH3:12])(=[O:9])[CH2:2][CH2:3][C:4]([O:6][CH2:7][CH3:8])=[O:5].[CH:13](OCC)=[O:14].[Na].O, predict the reaction product. The product is: [CH:13]([CH:2]([CH2:3][C:4]([O:6][CH2:7][CH3:8])=[O:5])[C:1]([O:10][CH2:11][CH3:12])=[O:9])=[O:14]. (4) Given the reactants [CH3:1][CH2:2][CH:3]([O:6][C@H:7]1[C@H:12]([NH:13][C:14]([CH3:16])=[O:15])[C@@H:11]([NH2:17])[CH2:10][C:9]([C:18]([O:20][CH2:21][CH3:22])=[O:19])=[CH:8]1)[CH2:4][CH3:5].P(=O)([O-])[O-].C([O-])([O-])=O.[Na+].[Na+], predict the reaction product. The product is: [CH3:5][CH2:4][CH:3]([O:6][C@H:7]1[C@H:12]([NH:13][C:14]([CH3:16])=[O:15])[C@@H:11]([NH2:17])[CH2:10][C:9]([C:18]([O:20][CH2:21][CH3:22])=[O:19])=[CH:8]1)[CH2:2][CH3:1]. (5) The product is: [Cl:1][C:2]1[N:3]=[CH:4][CH:5]=[C:6]2[CH:12]=[CH:11][NH:8][C:7]=12. Given the reactants [Cl:1][C:2]1[C:7]([N+:8]([O-])=O)=[CH:6][CH:5]=[CH:4][N:3]=1.[CH:11]([Mg]Br)=[CH2:12].[NH4+].[Cl-].O, predict the reaction product. (6) Given the reactants [Cl:1][C:2]1[CH:7]=[CH:6][CH:5]=[CH:4][C:3]=1[C:8](=[O:10])[CH3:9].Br[C:12]1[CH:17]=[CH:16][C:15]([Cl:18])=[C:14]([O:19][CH3:20])[CH:13]=1.CC(C)([O-])C.[Na+].C1(P(C2CCCCC2)C2C=CC=CC=2C2C=CC=CC=2C)CCCCC1, predict the reaction product. The product is: [Cl:18][C:15]1[CH:16]=[CH:17][C:12]([CH2:9][C:8]([C:3]2[CH:4]=[CH:5][CH:6]=[CH:7][C:2]=2[Cl:1])=[O:10])=[CH:13][C:14]=1[O:19][CH3:20]. (7) The product is: [C:16]1([N:2]2[CH2:5][CH:4]([OH:6])[CH2:3]2)[CH:21]=[CH:20][CH:19]=[CH:18][CH:17]=1. Given the reactants Cl.[NH:2]1[CH2:5][CH:4]([O:6]C(=O)C2C=CC=CC=2)[CH2:3]1.Br[C:16]1[CH:21]=[CH:20][CH:19]=[CH:18][CH:17]=1.CC1(C)C2C(=C(P(C3C=CC=CC=3)C3C=CC=CC=3)C=CC=2)OC2C(P(C3C=CC=CC=3)C3C=CC=CC=3)=CC=CC1=2.CC(C)([O-])C.[Na+], predict the reaction product. (8) Given the reactants [NH2:1][C:2]1[CH:3]=[CH:4][C:5]([N:9]2[CH2:14][CH2:13][N:12]([CH2:15][CH2:16][F:17])[C:11](=[O:18])[CH2:10]2)=[C:6]([F:8])[CH:7]=1.N1C=CC=CC=1.Cl[C:26]([O:28][CH2:29][C:30]1[CH:35]=[CH:34][CH:33]=[CH:32][CH:31]=1)=[O:27], predict the reaction product. The product is: [CH2:29]([O:28][C:26]([NH:1][C:2]1[CH:3]=[CH:4][C:5]([N:9]2[CH2:14][CH2:13][N:12]([CH2:15][CH2:16][F:17])[C:11](=[O:18])[CH2:10]2)=[C:6]([F:8])[CH:7]=1)=[O:27])[C:30]1[CH:35]=[CH:34][CH:33]=[CH:32][CH:31]=1.